From a dataset of Peptide-MHC class II binding affinity with 134,281 pairs from IEDB. Regression. Given a peptide amino acid sequence and an MHC pseudo amino acid sequence, predict their binding affinity value. This is MHC class II binding data. (1) The peptide sequence is DSKHQLDMIITAVNS. The MHC is DRB1_1501 with pseudo-sequence DRB1_1501. The binding affinity (normalized) is 0.253. (2) The peptide sequence is LRKAFDAFDREKSGS. The MHC is DRB1_1201 with pseudo-sequence DRB1_1201. The binding affinity (normalized) is 0.168. (3) The peptide sequence is LTEWTSSNVMEERY. The MHC is HLA-DQA10101-DQB10501 with pseudo-sequence HLA-DQA10101-DQB10501. The binding affinity (normalized) is 0.178. (4) The peptide sequence is YDKFLANVSTWLTGK. The MHC is DRB1_0101 with pseudo-sequence DRB1_0101. The binding affinity (normalized) is 0.800. (5) The peptide sequence is TSLYVRASGRVTVST. The MHC is DRB1_0701 with pseudo-sequence DRB1_0701. The binding affinity (normalized) is 0.648. (6) The peptide sequence is YDAFLANVSTVLTGK. The MHC is DRB1_0802 with pseudo-sequence DRB1_0802. The binding affinity (normalized) is 0.594. (7) The peptide sequence is SYDLELSWNLNGLQAY. The MHC is DRB1_0401 with pseudo-sequence DRB1_0401. The binding affinity (normalized) is 0.498. (8) The MHC is DRB1_0802 with pseudo-sequence DRB1_0802. The binding affinity (normalized) is 0.0295. The peptide sequence is DANNYEQQEQASQQI.